From a dataset of Full USPTO retrosynthesis dataset with 1.9M reactions from patents (1976-2016). Predict the reactants needed to synthesize the given product. (1) The reactants are: [Cl:1][C:2]1[CH:9]=[N:8][CH:7]=[CH:6][C:3]=1[CH:4]=[O:5].C(O)C.[BH4-].[Na+]. Given the product [Cl:1][C:2]1[CH:9]=[N:8][CH:7]=[CH:6][C:3]=1[CH2:4][OH:5], predict the reactants needed to synthesize it. (2) The reactants are: [CH2:1]([N:5]([CH3:26])[C:6]1[CH:11]=[C:10]([CH3:12])[CH:9]=[CH:8][C:7]=1[NH:13][C:14](=[O:25])[NH:15][C:16]1[S:17][CH:18]=[C:19]([CH2:21][C:22]([OH:24])=O)[N:20]=1)[CH:2]([CH3:4])[CH3:3].[CH3:27][NH2:28]. Given the product [CH2:1]([N:5]([CH3:26])[C:6]1[CH:11]=[C:10]([CH3:12])[CH:9]=[CH:8][C:7]=1[NH:13][C:14](=[O:25])[NH:15][C:16]1[S:17][CH:18]=[C:19]([CH2:21][C:22]([NH:28][CH3:27])=[O:24])[N:20]=1)[CH:2]([CH3:3])[CH3:4], predict the reactants needed to synthesize it. (3) Given the product [F:1][C:2]1[CH:3]=[C:4]([C:13]([CH3:17])([CH3:16])[CH2:14][F:24])[CH:5]=[C:6]2[C:11]=1[C:10](=[O:12])[NH:9][CH:8]=[CH:7]2, predict the reactants needed to synthesize it. The reactants are: [F:1][C:2]1[CH:3]=[C:4]([C:13]([CH3:17])([CH3:16])[CH2:14]O)[CH:5]=[C:6]2[C:11]=1[C:10](=[O:12])[NH:9][CH:8]=[CH:7]2.C(N(S(F)(F)[F:24])CC)C.O. (4) Given the product [OH:31][NH:30][C:3]([C:5]1[S:9][C:8]([N:10]2[CH2:15][CH2:14][N:13]([S:16]([C:19]3[CH:24]=[CH:23][C:22]([O:25][CH3:26])=[C:21]([O:27][CH3:28])[CH:20]=3)(=[O:18])=[O:17])[CH2:12][CH2:11]2)=[N:7][CH:6]=1)=[O:2], predict the reactants needed to synthesize it. The reactants are: C[O:2][C:3]([C:5]1[S:9][C:8]([N:10]2[CH2:15][CH2:14][N:13]([S:16]([C:19]3[CH:24]=[CH:23][C:22]([O:25][CH3:26])=[C:21]([O:27][CH3:28])[CH:20]=3)(=[O:18])=[O:17])[CH2:12][CH2:11]2)=[N:7][CH:6]=1)=O.Cl.[NH2:30][OH:31].C[O-].[Na+].CO.Cl. (5) Given the product [F:45][C:46]([F:51])([F:50])[C:47]([OH:49])=[O:48].[CH2:38]([O:37][C:35]([C:32]([CH3:34])([CH3:33])[CH2:31][CH:10]1[NH:9][CH:8]([C:6]([OH:7])=[O:5])[CH:12]([C:13]2[CH:18]=[CH:17][CH:16]=[C:15]([Cl:19])[C:14]=2[F:20])[C:11]1([C:23]1[CH:28]=[CH:27][C:26]([Cl:29])=[CH:25][C:24]=1[F:30])[C:21]#[N:22])=[O:36])[C:39]1[CH:44]=[CH:43][CH:42]=[CH:41][CH:40]=1, predict the reactants needed to synthesize it. The reactants are: C([O:5][C:6]([CH:8]1[CH:12]([C:13]2[CH:18]=[CH:17][CH:16]=[C:15]([Cl:19])[C:14]=2[F:20])[C:11]([C:23]2[CH:28]=[CH:27][C:26]([Cl:29])=[CH:25][C:24]=2[F:30])([C:21]#[N:22])[CH:10]([CH2:31][C:32]([C:35]([O:37][CH2:38][C:39]2[CH:44]=[CH:43][CH:42]=[CH:41][CH:40]=2)=[O:36])([CH3:34])[CH3:33])[NH:9]1)=[O:7])(C)(C)C.[F:45][C:46]([F:51])([F:50])[C:47]([OH:49])=[O:48]. (6) Given the product [F:18][C:5]1[C:6]2[C:11](=[CH:10][C:9]([C:12]([O:14][CH3:15])=[O:13])=[CH:8][CH:7]=2)[C:2]([OH:1])=[N:3][C:4]=1[CH3:16], predict the reactants needed to synthesize it. The reactants are: [OH:1][C:2]1[C:11]2[C:6](=[CH:7][CH:8]=[C:9]([C:12]([O:14][CH3:15])=[O:13])[CH:10]=2)[CH:5]=[C:4]([CH3:16])[N:3]=1.[B-](F)(F)(F)[F:18].[B-](F)(F)(F)F.C1[N+]2(CCl)CC[N+](F)(CC2)C1.C(#N)C. (7) Given the product [I:1][C:2]1[CH:17]=[CH:16][CH:15]=[CH:14][C:3]=1[O:4][C:5]1[CH:10]=[CH:9][CH:8]=[CH:7][C:6]=1[NH2:11], predict the reactants needed to synthesize it. The reactants are: [I:1][C:2]1[CH:17]=[CH:16][CH:15]=[CH:14][C:3]=1[O:4][C:5]1[CH:10]=[CH:9][CH:8]=[CH:7][C:6]=1[N+:11]([O-])=O.